Regression. Given a peptide amino acid sequence and an MHC pseudo amino acid sequence, predict their binding affinity value. This is MHC class I binding data. From a dataset of Peptide-MHC class I binding affinity with 185,985 pairs from IEDB/IMGT. (1) The peptide sequence is QLLLNGSL. The binding affinity (normalized) is 0.135. The MHC is H-2-Kb with pseudo-sequence H-2-Kb. (2) The peptide sequence is ALRSRWRAL. The MHC is HLA-B27:05 with pseudo-sequence HLA-B27:05. The binding affinity (normalized) is 0.0847.